Predict the reactants needed to synthesize the given product. From a dataset of Full USPTO retrosynthesis dataset with 1.9M reactions from patents (1976-2016). Given the product [C:11]([O:15][C:16]([N:18]1[CH2:23][CH2:22][N:21]([C:5]2[CH:4]=[CH:3][C:2]([Cl:1])=[CH:9][C:6]=2[CH:7]=[O:8])[CH2:20][CH2:19]1)=[O:17])([CH3:14])([CH3:12])[CH3:13], predict the reactants needed to synthesize it. The reactants are: [Cl:1][C:2]1[CH:3]=[CH:4][C:5](F)=[C:6]([CH:9]=1)[CH:7]=[O:8].[C:11]([O:15][C:16]([N:18]1[CH2:23][CH2:22][NH:21][CH2:20][CH2:19]1)=[O:17])([CH3:14])([CH3:13])[CH3:12].C([O-])([O-])=O.[K+].[K+].O.